The task is: Predict the reactants needed to synthesize the given product.. This data is from Full USPTO retrosynthesis dataset with 1.9M reactions from patents (1976-2016). (1) Given the product [C:16]([C:15]([C:2]1[CH:9]=[C:8]([F:10])[CH:7]=[CH:6][C:3]=1[C:4]#[N:5])=[CH:14][O:13][CH2:11][CH3:12])#[N:17], predict the reactants needed to synthesize it. The reactants are: Br[C:2]1[CH:9]=[C:8]([F:10])[CH:7]=[CH:6][C:3]=1[C:4]#[N:5].[CH2:11]([O:13][CH:14]=[CH:15][C:16]#[N:17])[CH3:12].C(N(CC)CC)C. (2) Given the product [C:1]([O:4][C@H:5]([C:8]#[C:9][C:10]#[C:11][C@H:12]([NH:22][C:23](=[O:30])[C:24]1[CH:29]=[CH:28][CH:27]=[CH:26][CH:25]=1)[CH2:13][CH2:14][CH2:15][CH:16]1[CH2:17][CH2:18][CH2:19][CH2:20][CH2:21]1)[CH:6]=[CH2:7])(=[O:3])[CH3:2], predict the reactants needed to synthesize it. The reactants are: [C:1]([O:4][C@H:5]([C:8]#[C:9][C:10]#[C:11][C@H:12]([NH2:22])[CH2:13][CH2:14][CH2:15][CH:16]1[CH2:21][CH2:20][CH2:19][CH2:18][CH2:17]1)[CH:6]=[CH2:7])(=[O:3])[CH3:2].[C:23](O[C:23](=[O:30])[C:24]1[CH:29]=[CH:28][CH:27]=[CH:26][CH:25]=1)(=[O:30])[C:24]1[CH:29]=[CH:28][CH:27]=[CH:26][CH:25]=1.C(N(CC)CC)C. (3) Given the product [CH3:23][N:24]1[CH2:36][CH2:35][C:27]2=[C:26]([S:1][C:13]3[CH:14]=[CH:15][C:16]([C:17]([O:19][CH3:20])=[O:18])=[CH:21][CH:22]=3)[C:34]3[C:29]([N:28]2[CH2:25]1)=[CH:30][CH:31]=[CH:32][CH:33]=3, predict the reactants needed to synthesize it. The reactants are: [S:1]([C:13]1[CH:22]=[CH:21][C:16]([C:17]([O:19][CH3:20])=[O:18])=[CH:15][CH:14]=1)[S:1][C:13]1[CH:14]=[CH:15][C:16]([C:17]([O:19][CH3:20])=[O:18])=[CH:21][CH:22]=1.[CH3:23][N:24]1[CH2:36][CH2:35][C:27]2[NH:28][C:29]3[CH:30]=[CH:31][CH:32]=[CH:33][C:34]=3[C:26]=2[CH2:25]1. (4) Given the product [N:1]1[CH:6]=[CH:5][CH:4]=[C:3]([NH:7][C:8]([C:10]2[CH:11]=[CH:12][C:13]([CH2:14][NH:15][S:16]([C:19]3[CH:20]=[CH:21][C:22]([CH2:25][CH2:26][CH2:27][O:28][CH2:29][CH2:30][O:31][CH2:32][CH2:33][O:34][CH2:35][CH2:36][O:37][CH2:38][CH2:39][O:40][CH2:41][CH2:42][O:43][CH2:44][CH2:45][NH:46][C:47](=[O:53])[O:48][C:49]([CH3:50])([CH3:51])[CH3:52])=[CH:23][CH:24]=3)(=[O:17])=[O:18])=[CH:54][CH:55]=2)=[O:9])[CH:2]=1, predict the reactants needed to synthesize it. The reactants are: [N:1]1[CH:6]=[CH:5][CH:4]=[C:3]([NH:7][C:8]([C:10]2[CH:55]=[CH:54][C:13]([CH2:14][NH:15][S:16]([C:19]3[CH:24]=[CH:23][C:22]([C:25]#[C:26][CH2:27][O:28][CH2:29][CH2:30][O:31][CH2:32][CH2:33][O:34][CH2:35][CH2:36][O:37][CH2:38][CH2:39][O:40][CH2:41][CH2:42][O:43][CH2:44][CH2:45][NH:46][C:47](=[O:53])[O:48][C:49]([CH3:52])([CH3:51])[CH3:50])=[CH:21][CH:20]=3)(=[O:18])=[O:17])=[CH:12][CH:11]=2)=[O:9])[CH:2]=1.